From a dataset of Catalyst prediction with 721,799 reactions and 888 catalyst types from USPTO. Predict which catalyst facilitates the given reaction. (1) Reactant: C(OC(=O)[N:7]([C:16]1[S:17][C@:18]2([C:33]3[N:34]=[N:35][NH:36][CH:37]=3)[C@H:20]([C@:21]([C:25]3[CH:30]=[C:29]([Br:31])[CH:28]=[CH:27][C:26]=3[F:32])([CH2:23][F:24])[N:22]=1)[CH2:19]2)COCC[Si](C)(C)C)(C)(C)C.O.C1(C)C=CC(S(O)(=O)=O)=CC=1. Product: [Br:31][C:29]1[CH:28]=[CH:27][C:26]([F:32])=[C:25]([C@:21]2([CH2:23][F:24])[C@H:20]3[C@:18]([C:33]4[N:34]=[N:35][NH:36][CH:37]=4)([CH2:19]3)[S:17][C:16]([NH2:7])=[N:22]2)[CH:30]=1. The catalyst class is: 32. (2) Reactant: C([O:8][CH2:9][C:10]([N:12]1[CH2:17][CH2:16][CH:15]([C:18]2[C:23]([F:24])=[CH:22][C:21]([N:25]3[CH2:29][C@H:28]([CH2:30][NH:31][C:32](=[O:34])[CH3:33])[O:27][C:26]3=[O:35])=[CH:20][C:19]=2[F:36])[CH2:14][CH2:13]1)=[O:11])C1C=CC=CC=1. Product: [OH:8][CH2:9][C:10]([N:12]1[CH2:13][CH2:14][CH:15]([C:18]2[C:19]([F:36])=[CH:20][C:21]([N:25]3[CH2:29][C@H:28]([CH2:30][NH:31][C:32](=[O:34])[CH3:33])[O:27][C:26]3=[O:35])=[CH:22][C:23]=2[F:24])[CH2:16][CH2:17]1)=[O:11]. The catalyst class is: 19.